This data is from NCI-60 drug combinations with 297,098 pairs across 59 cell lines. The task is: Regression. Given two drug SMILES strings and cell line genomic features, predict the synergy score measuring deviation from expected non-interaction effect. (1) Drug 1: C1=CC(=CC=C1CC(C(=O)O)N)N(CCCl)CCCl.Cl. Drug 2: C1=NC2=C(N1)C(=S)N=C(N2)N. Cell line: PC-3. Synergy scores: CSS=40.7, Synergy_ZIP=-7.87, Synergy_Bliss=-4.29, Synergy_Loewe=-14.1, Synergy_HSA=-0.719. (2) Drug 1: C1CCN(CC1)CCOC2=CC=C(C=C2)C(=O)C3=C(SC4=C3C=CC(=C4)O)C5=CC=C(C=C5)O. Drug 2: CC1C(C(CC(O1)OC2CC(CC3=C2C(=C4C(=C3O)C(=O)C5=C(C4=O)C(=CC=C5)OC)O)(C(=O)CO)O)N)O.Cl. Cell line: SF-268. Synergy scores: CSS=47.2, Synergy_ZIP=2.63, Synergy_Bliss=2.80, Synergy_Loewe=1.50, Synergy_HSA=2.24. (3) Drug 1: CCC1=C2CN3C(=CC4=C(C3=O)COC(=O)C4(CC)O)C2=NC5=C1C=C(C=C5)O. Drug 2: C1=CN(C=N1)CC(O)(P(=O)(O)O)P(=O)(O)O. Cell line: HT29. Synergy scores: CSS=20.1, Synergy_ZIP=-5.26, Synergy_Bliss=-6.41, Synergy_Loewe=-45.8, Synergy_HSA=-6.78. (4) Drug 1: C1CC(C1)(C(=O)O)C(=O)O.[NH2-].[NH2-].[Pt+2]. Drug 2: CCC1(CC2CC(C3=C(CCN(C2)C1)C4=CC=CC=C4N3)(C5=C(C=C6C(=C5)C78CCN9C7C(C=CC9)(C(C(C8N6C)(C(=O)OC)O)OC(=O)C)CC)OC)C(=O)OC)O.OS(=O)(=O)O. Cell line: A498. Synergy scores: CSS=-1.04, Synergy_ZIP=-1.59, Synergy_Bliss=-3.36, Synergy_Loewe=-3.43, Synergy_HSA=-3.64.